This data is from Reaction yield outcomes from USPTO patents with 853,638 reactions. The task is: Predict the reaction yield, written as a fraction of the theoretical maximum amount of product (1.0 means a 100% yield; for example, 0.34 means a 34% yield). (1) The reactants are Br[C:2]([CH3:9])([CH3:8])[C:3]([O:5][CH2:6][CH3:7])=[O:4].[C:10]([O-:13])(=[S:12])[CH3:11].[K+]. The catalyst is CN(C=O)C. The product is [CH2:6]([O:5][C:3](=[O:4])[C:2]([S:12][C:10](=[O:13])[CH3:11])([CH3:9])[CH3:8])[CH3:7]. The yield is 0.730. (2) The reactants are [CH3:1][S:2]([C:5]1[CH:10]=[CH:9][C:8]([CH:11]([CH2:24][CH:25]2[CH2:29][CH2:28][CH2:27][O:26]2)[C:12](=O)[CH2:13][CH2:14][C:15]([C:17]2[CH:22]=[CH:21][CH:20]=[CH:19][N:18]=2)=O)=[CH:7][CH:6]=1)(=[O:4])=[O:3].C([O-])(=O)C.[NH4+:34].C(=O)([O-])O.[Na+]. The catalyst is C(O)(=O)C.C(OCC)(=O)C. The product is [CH3:1][S:2]([C:5]1[CH:10]=[CH:9][C:8]([CH:11]([C:12]2[NH:34][C:15]([C:17]3[CH:22]=[CH:21][CH:20]=[CH:19][N:18]=3)=[CH:14][CH:13]=2)[CH2:24][CH:25]2[CH2:29][CH2:28][CH2:27][O:26]2)=[CH:7][CH:6]=1)(=[O:4])=[O:3]. The yield is 0.610. (3) The reactants are [CH3:1][C:2]1[O:6][N:5]=[C:4]([NH2:7])[CH:3]=1.CCN(CC)CC.[Br:15][CH2:16][C:17](Cl)=[O:18]. The catalyst is C(Cl)Cl. The product is [Br:15][CH2:16][C:17]([NH:7][C:4]1[CH:3]=[C:2]([CH3:1])[O:6][N:5]=1)=[O:18]. The yield is 0.550.